This data is from Peptide-MHC class I binding affinity with 185,985 pairs from IEDB/IMGT. The task is: Regression. Given a peptide amino acid sequence and an MHC pseudo amino acid sequence, predict their binding affinity value. This is MHC class I binding data. (1) The peptide sequence is ETITEKTFK. The MHC is HLA-A30:01 with pseudo-sequence HLA-A30:01. The binding affinity (normalized) is 0.0833. (2) The MHC is HLA-A24:02 with pseudo-sequence HLA-A24:02. The peptide sequence is ELSFTVVSN. The binding affinity (normalized) is 0.